From a dataset of Peptide-MHC class II binding affinity with 134,281 pairs from IEDB. Regression. Given a peptide amino acid sequence and an MHC pseudo amino acid sequence, predict their binding affinity value. This is MHC class II binding data. The peptide sequence is TDAATHNPWASQKH. The MHC is DRB1_0401 with pseudo-sequence DRB1_0401. The binding affinity (normalized) is 0.402.